From a dataset of NCI-60 drug combinations with 297,098 pairs across 59 cell lines. Regression. Given two drug SMILES strings and cell line genomic features, predict the synergy score measuring deviation from expected non-interaction effect. Drug 1: CS(=O)(=O)CCNCC1=CC=C(O1)C2=CC3=C(C=C2)N=CN=C3NC4=CC(=C(C=C4)OCC5=CC(=CC=C5)F)Cl. Drug 2: CC1C(C(CC(O1)OC2CC(OC(C2O)C)OC3=CC4=CC5=C(C(=O)C(C(C5)C(C(=O)C(C(C)O)O)OC)OC6CC(C(C(O6)C)O)OC7CC(C(C(O7)C)O)OC8CC(C(C(O8)C)O)(C)O)C(=C4C(=C3C)O)O)O)O. Cell line: SF-268. Synergy scores: CSS=23.5, Synergy_ZIP=3.87, Synergy_Bliss=6.73, Synergy_Loewe=-31.1, Synergy_HSA=1.37.